From a dataset of Peptide-MHC class I binding affinity with 185,985 pairs from IEDB/IMGT. Regression. Given a peptide amino acid sequence and an MHC pseudo amino acid sequence, predict their binding affinity value. This is MHC class I binding data. (1) The peptide sequence is IIYERDFSY. The MHC is HLA-B08:03 with pseudo-sequence HLA-B08:03. The binding affinity (normalized) is 0.0847. (2) The peptide sequence is QIDRLEDLSK. The MHC is HLA-A68:01 with pseudo-sequence HLA-A68:01. The binding affinity (normalized) is 0.284. (3) The peptide sequence is FLQDESAYV. The MHC is HLA-B51:01 with pseudo-sequence HLA-B51:01. The binding affinity (normalized) is 0.0847. (4) The peptide sequence is EESASSGKL. The MHC is HLA-A11:01 with pseudo-sequence HLA-A11:01. The binding affinity (normalized) is 0. (5) The peptide sequence is LMEHWALGA. The MHC is HLA-A01:01 with pseudo-sequence HLA-A01:01. The binding affinity (normalized) is 0.315. (6) The binding affinity (normalized) is 0.0847. The MHC is HLA-C04:01 with pseudo-sequence HLA-C04:01. The peptide sequence is KIFKVTGEF. (7) The peptide sequence is MGVQMQRFK. The MHC is HLA-A11:01 with pseudo-sequence HLA-A11:01. The binding affinity (normalized) is 0.338.